Dataset: Forward reaction prediction with 1.9M reactions from USPTO patents (1976-2016). Task: Predict the product of the given reaction. Given the reactants [CH3:1][C:2]1[N:3]=[C:4]([N:16]2[CH2:21][CH2:20][O:19][CH2:18][CH2:17]2)[C:5]2[S:10][C:9]([CH2:11][S:12][C:13](=O)[CH3:14])=[CH:8][C:6]=2[N:7]=1.C[O-].[Na+].[CH3:25][O:26][CH2:27]CCOS(C1C=CC(C)=CC=1)(=O)=O, predict the reaction product. The product is: [CH3:25][O:26][CH2:27][CH2:14][CH2:13][S:12][CH2:11][C:9]1[S:10][C:5]2[C:4]([N:16]3[CH2:21][CH2:20][O:19][CH2:18][CH2:17]3)=[N:3][C:2]([CH3:1])=[N:7][C:6]=2[CH:8]=1.